Task: Regression. Given two drug SMILES strings and cell line genomic features, predict the synergy score measuring deviation from expected non-interaction effect.. Dataset: NCI-60 drug combinations with 297,098 pairs across 59 cell lines (1) Drug 1: CC1=C2C(C(=O)C3(C(CC4C(C3C(C(C2(C)C)(CC1OC(=O)C(C(C5=CC=CC=C5)NC(=O)C6=CC=CC=C6)O)O)OC(=O)C7=CC=CC=C7)(CO4)OC(=O)C)O)C)OC(=O)C. Drug 2: CC1=C(N=C(N=C1N)C(CC(=O)N)NCC(C(=O)N)N)C(=O)NC(C(C2=CN=CN2)OC3C(C(C(C(O3)CO)O)O)OC4C(C(C(C(O4)CO)O)OC(=O)N)O)C(=O)NC(C)C(C(C)C(=O)NC(C(C)O)C(=O)NCCC5=NC(=CS5)C6=NC(=CS6)C(=O)NCCC[S+](C)C)O. Cell line: MCF7. Synergy scores: CSS=10.2, Synergy_ZIP=-6.43, Synergy_Bliss=-4.82, Synergy_Loewe=-4.33, Synergy_HSA=-2.97. (2) Drug 1: C(=O)(N)NO. Drug 2: CC(C)CN1C=NC2=C1C3=CC=CC=C3N=C2N. Cell line: MDA-MB-231. Synergy scores: CSS=3.03, Synergy_ZIP=-2.43, Synergy_Bliss=-2.42, Synergy_Loewe=-2.37, Synergy_HSA=-2.27. (3) Drug 1: CN(C)C1=NC(=NC(=N1)N(C)C)N(C)C. Drug 2: C1CCC(C(C1)N)N.C(=O)(C(=O)[O-])[O-].[Pt+4]. Cell line: HOP-92. Synergy scores: CSS=11.6, Synergy_ZIP=-3.78, Synergy_Bliss=-2.01, Synergy_Loewe=-64.0, Synergy_HSA=-2.65. (4) Drug 1: C1=CC(=CC=C1CCC2=CNC3=C2C(=O)NC(=N3)N)C(=O)NC(CCC(=O)O)C(=O)O. Drug 2: C1=NNC2=C1C(=O)NC=N2. Cell line: OVCAR-4. Synergy scores: CSS=24.5, Synergy_ZIP=-3.70, Synergy_Bliss=-5.98, Synergy_Loewe=-7.04, Synergy_HSA=-4.22. (5) Drug 1: CCC1=CC2CC(C3=C(CN(C2)C1)C4=CC=CC=C4N3)(C5=C(C=C6C(=C5)C78CCN9C7C(C=CC9)(C(C(C8N6C)(C(=O)OC)O)OC(=O)C)CC)OC)C(=O)OC.C(C(C(=O)O)O)(C(=O)O)O. Drug 2: COC1=NC(=NC2=C1N=CN2C3C(C(C(O3)CO)O)O)N. Cell line: SW-620. Synergy scores: CSS=48.4, Synergy_ZIP=1.24, Synergy_Bliss=2.10, Synergy_Loewe=-44.8, Synergy_HSA=2.15. (6) Drug 1: CC1=C2C(C(=O)C3(C(CC4C(C3C(C(C2(C)C)(CC1OC(=O)C(C(C5=CC=CC=C5)NC(=O)OC(C)(C)C)O)O)OC(=O)C6=CC=CC=C6)(CO4)OC(=O)C)O)C)O. Drug 2: C1CC(=O)NC(=O)C1N2C(=O)C3=CC=CC=C3C2=O. Cell line: A498. Synergy scores: CSS=4.40, Synergy_ZIP=-0.528, Synergy_Bliss=-0.793, Synergy_Loewe=-10.2, Synergy_HSA=-4.34. (7) Drug 2: CCC1(CC2CC(C3=C(CCN(C2)C1)C4=CC=CC=C4N3)(C5=C(C=C6C(=C5)C78CCN9C7C(C=CC9)(C(C(C8N6C)(C(=O)OC)O)OC(=O)C)CC)OC)C(=O)OC)O.OS(=O)(=O)O. Synergy scores: CSS=-0.0805, Synergy_ZIP=-0.0834, Synergy_Bliss=-1.16, Synergy_Loewe=-1.27, Synergy_HSA=-1.91. Cell line: OVCAR-8. Drug 1: C(=O)(N)NO. (8) Drug 1: CC1C(C(CC(O1)OC2CC(OC(C2O)C)OC3=CC4=CC5=C(C(=O)C(C(C5)C(C(=O)C(C(C)O)O)OC)OC6CC(C(C(O6)C)O)OC7CC(C(C(O7)C)O)OC8CC(C(C(O8)C)O)(C)O)C(=C4C(=C3C)O)O)O)O. Drug 2: CC(C)NC(=O)C1=CC=C(C=C1)CNNC.Cl. Cell line: SNB-75. Synergy scores: CSS=47.2, Synergy_ZIP=-0.327, Synergy_Bliss=-3.78, Synergy_Loewe=-43.5, Synergy_HSA=-3.85. (9) Drug 1: CC1=C2C(C(=O)C3(C(CC4C(C3C(C(C2(C)C)(CC1OC(=O)C(C(C5=CC=CC=C5)NC(=O)OC(C)(C)C)O)O)OC(=O)C6=CC=CC=C6)(CO4)OC(=O)C)O)C)O. Drug 2: C1CN(P(=O)(OC1)NCCCl)CCCl. Cell line: SK-MEL-28. Synergy scores: CSS=1.52, Synergy_ZIP=-0.913, Synergy_Bliss=1.05, Synergy_Loewe=-1.92, Synergy_HSA=-1.19.